From a dataset of Forward reaction prediction with 1.9M reactions from USPTO patents (1976-2016). Predict the product of the given reaction. (1) Given the reactants Cl[C:2](Cl)([O:4][C:5](=[O:11])OC(Cl)(Cl)Cl)Cl.[Br:13][C:14]1[CH:15]=[C:16]([CH2:20][NH2:21])[CH:17]=[CH:18][CH:19]=1.C(N(CC)CC)C.[N:29]12[CH2:36]C[CH:32]([CH2:33][CH2:34]1)[CH:31](O)[CH2:30]2, predict the reaction product. The product is: [Br:13][C:14]1[CH:15]=[C:16]([CH:17]=[CH:18][CH:19]=1)[CH2:20][NH:21][C:5](=[O:11])[O:4][CH:2]1[CH:32]2[CH2:33][CH2:34][N:29]([CH2:30][CH2:31]2)[CH2:36]1. (2) Given the reactants [NH:1]1[C:9]2[C:4](=[CH:5][CH:6]=[CH:7][N:8]=2)[C:3]([CH:10]=O)=[CH:2]1.[OH:12][CH2:13][CH2:14][O:15][C:16]1[CH:21]=[CH:20][C:19]([NH:22][C:23]2[O:24][CH2:25][C:26](=[O:33])[C:27]=2[C:28]([O:30][CH2:31][CH3:32])=[O:29])=[C:18]([CH3:34])[CH:17]=1.N1CCC[C@H]1C(O)=O, predict the reaction product. The product is: [NH:1]1[C:9]2=[N:8][CH:7]=[CH:6][CH:5]=[C:4]2[C:3]([CH:10]=[C:25]2[O:24][C:23]([NH:22][C:19]3[CH:20]=[CH:21][C:16]([O:15][CH2:14][CH2:13][OH:12])=[CH:17][C:18]=3[CH3:34])=[C:27]([C:28]([O:30][CH2:31][CH3:32])=[O:29])[C:26]2=[O:33])=[CH:2]1.